This data is from Full USPTO retrosynthesis dataset with 1.9M reactions from patents (1976-2016). The task is: Predict the reactants needed to synthesize the given product. (1) Given the product [Cl:30][C:27]1[CH:26]=[CH:25][C:24]([N:9]2[C:10](=[O:23])[C:11]3[N:12]=[CH:13][N:14]([C:17]4[CH:18]=[CH:19][CH:20]=[CH:21][CH:22]=4)[C:15]=3[N:16]=[C:8]2[C:5]2[CH:4]=[CH:3][C:2]([B:31]3[O:35][C:34]([CH3:37])([CH3:36])[C:33]([CH3:39])([CH3:38])[O:32]3)=[CH:7][CH:6]=2)=[CH:29][CH:28]=1, predict the reactants needed to synthesize it. The reactants are: Br[C:2]1[CH:7]=[CH:6][C:5]([C:8]2[N:9]([C:24]3[CH:29]=[CH:28][C:27]([Cl:30])=[CH:26][CH:25]=3)[C:10](=[O:23])[C:11]3[N:12]=[CH:13][N:14]([C:17]4[CH:22]=[CH:21][CH:20]=[CH:19][CH:18]=4)[C:15]=3[N:16]=2)=[CH:4][CH:3]=1.[B:31]1([B:31]2[O:35][C:34]([CH3:37])([CH3:36])[C:33]([CH3:39])([CH3:38])[O:32]2)[O:35][C:34]([CH3:37])([CH3:36])[C:33]([CH3:39])([CH3:38])[O:32]1.CC([O-])=O.[K+]. (2) Given the product [Br:7][C:8]1[C:16]2[C:11](=[N:12][CH:13]=[C:14]([NH2:17])[CH:15]=2)[NH:10][N:9]=1, predict the reactants needed to synthesize it. The reactants are: C([O-])([O-])=O.[K+].[K+].[Br:7][C:8]1[C:16]2[C:11](=[N:12][CH:13]=[C:14]([NH2:17])[CH:15]=2)[N:10](S(C2C=CC(C)=CC=2)(=O)=O)[N:9]=1.